Task: Predict the reactants needed to synthesize the given product.. Dataset: Full USPTO retrosynthesis dataset with 1.9M reactions from patents (1976-2016) Given the product [O:18]1[CH:22]=[CH:21][C:20]([C:2]2[N:7]=[C:6]([O:8][CH:9]3[CH2:14][CH2:13][O:12][CH2:11][CH2:10]3)[C:5]([N+:15]([O-:17])=[O:16])=[CH:4][CH:3]=2)=[CH:19]1, predict the reactants needed to synthesize it. The reactants are: Cl[C:2]1[N:7]=[C:6]([O:8][CH:9]2[CH2:14][CH2:13][O:12][CH2:11][CH2:10]2)[C:5]([N+:15]([O-:17])=[O:16])=[CH:4][CH:3]=1.[O:18]1[CH:22]=[CH:21][C:20](B(O)O)=[CH:19]1.C(=O)([O-])[O-].[K+].[K+].